This data is from Catalyst prediction with 721,799 reactions and 888 catalyst types from USPTO. The task is: Predict which catalyst facilitates the given reaction. (1) Reactant: [C:1]([CH2:3][CH2:4][CH2:5][C:6]#[C:7][C:8]1[CH:9]=[C:10]2[C:15](=[CH:16][CH:17]=1)[N:14]=[C:13]([CH2:18][CH:19]([CH3:21])[CH3:20])[C:12]([CH2:22][NH:23][C:24](=[O:30])[O:25][C:26]([CH3:29])([CH3:28])[CH3:27])=[C:11]2[C:31]1[CH:36]=[CH:35][C:34]([CH3:37])=[CH:33][CH:32]=1)#[N:2].C(O)C. Product: [C:1]([CH2:3][CH2:4][CH2:5][CH2:6][CH2:7][C:8]1[CH:9]=[C:10]2[C:15](=[CH:16][CH:17]=1)[N:14]=[C:13]([CH2:18][CH:19]([CH3:21])[CH3:20])[C:12]([CH2:22][NH:23][C:24](=[O:30])[O:25][C:26]([CH3:27])([CH3:28])[CH3:29])=[C:11]2[C:31]1[CH:36]=[CH:35][C:34]([CH3:37])=[CH:33][CH:32]=1)#[N:2]. The catalyst class is: 481. (2) Reactant: [F:1][C:2]([F:32])([F:31])[O:3][C:4]1[CH:5]=[C:6]([CH:10]2[CH2:13][C:12]3([CH2:18][CH2:17][N:16]([C:19](OC4C=CC([N+]([O-])=O)=CC=4)=[O:20])[CH2:15][CH2:14]3)[CH2:11]2)[CH:7]=[CH:8][CH:9]=1.CC(N(C)C)=O.[Cl:39][C:40]1[CH:41]=[C:42]([C:46]2[O:50][C:49]([NH2:51])=[N:48][N:47]=2)[CH:43]=[CH:44][CH:45]=1. Product: [Cl:39][C:40]1[CH:41]=[C:42]([C:46]2[O:50][C:49]([NH:51][C:19]([N:16]3[CH2:15][CH2:14][C:12]4([CH2:11][CH:10]([C:6]5[CH:7]=[CH:8][CH:9]=[C:4]([O:3][C:2]([F:31])([F:1])[F:32])[CH:5]=5)[CH2:13]4)[CH2:18][CH2:17]3)=[O:20])=[N:48][N:47]=2)[CH:43]=[CH:44][CH:45]=1. The catalyst class is: 16. (3) Product: [F:29][C:26]1[CH:27]=[CH:28][C:23]([CH2:22][N:18]2[C@@H:19]([CH3:21])[CH2:20][N:15]([C:13](=[O:14])[CH2:12][O:1][C:2]3[C:3]([CH:9]=[O:10])=[N:4][C:5]([CH3:8])=[CH:6][CH:7]=3)[C@H:16]([CH3:30])[CH2:17]2)=[CH:24][CH:25]=1. Reactant: [OH:1][C:2]1[C:3]([CH:9]=[O:10])=[N:4][C:5]([CH3:8])=[CH:6][CH:7]=1.Cl[CH2:12][C:13]([N:15]1[CH2:20][C@H:19]([CH3:21])[N:18]([CH2:22][C:23]2[CH:28]=[CH:27][C:26]([F:29])=[CH:25][CH:24]=2)[CH2:17][C@H:16]1[CH3:30])=[O:14].C(=O)([O-])[O-].[K+].[K+].[I-].[K+]. The catalyst class is: 508. (4) Reactant: [CH3:1][O:2][C:3]([C:5]12[CH2:14][CH:9]3[CH2:10][CH:11]([CH2:13][C:7]([C:15]([NH:17][CH:18]([CH2:23][N:24]4[CH2:29][CH2:28][NH:27][CH2:26][CH2:25]4)[C:19]([O:21][CH3:22])=[O:20])=[O:16])([CH2:8]3)[CH2:6]1)[CH2:12]2)=[O:4].CCN(CC)CC.[CH3:37][N:38]([CH3:43])[C:39](=[O:42])[CH2:40]Cl. Product: [CH3:1][O:2][C:3]([C:5]12[CH2:12][CH:11]3[CH2:10][CH:9]([CH2:8][C:7]([C:15]([NH:17][CH:18]([CH2:23][N:24]4[CH2:25][CH2:26][N:27]([CH2:40][C:39]([N:38]([CH3:43])[CH3:37])=[O:42])[CH2:28][CH2:29]4)[C:19]([O:21][CH3:22])=[O:20])=[O:16])([CH2:13]3)[CH2:6]1)[CH2:14]2)=[O:4]. The catalyst class is: 4. (5) Product: [CH3:1][C:2]1[CH:7]=[CH:6][C:5]([NH:8][C:30](=[O:31])[C:29]2[CH:33]=[CH:34][CH:35]=[C:27]([S:26][C:23]([F:25])([F:22])[F:24])[CH:28]=2)=[CH:4][C:3]=1[NH:9][C:10]1[N:15]=[C:14]([C:16]2[CH:21]=[N:20][CH:19]=[CH:18][N:17]=2)[CH:13]=[CH:12][N:11]=1. Reactant: [CH3:1][C:2]1[CH:7]=[CH:6][C:5]([NH2:8])=[CH:4][C:3]=1[NH:9][C:10]1[N:15]=[C:14]([C:16]2[CH:21]=[N:20][CH:19]=[CH:18][N:17]=2)[CH:13]=[CH:12][N:11]=1.[F:22][C:23]([S:26][C:27]1[CH:28]=[C:29]([CH:33]=[CH:34][CH:35]=1)[C:30](O)=[O:31])([F:25])[F:24].F[P-](F)(F)(F)(F)F.N1(O[P+](N(C)C)(N(C)C)N(C)C)C2C=CC=CC=2N=N1.CCN(C(C)C)C(C)C. The catalyst class is: 18. (6) Reactant: [CH3:1][O:2][C:3](=[O:36])[C@H:4]([CH2:34][OH:35])[N:5]([O:16][Si:17]([C:30]([CH3:33])([CH3:32])[CH3:31])([C:24]1[CH:29]=[CH:28][CH:27]=[CH:26][CH:25]=1)[C:18]1[CH:23]=[CH:22][CH:21]=[CH:20][CH:19]=1)C(OCC1C=CC=CC=1)=O. Product: [CH3:1][O:2][C:3](=[O:36])[C@H:4]([CH2:34][OH:35])[NH:5][O:16][Si:17]([C:30]([CH3:33])([CH3:31])[CH3:32])([C:18]1[CH:23]=[CH:22][CH:21]=[CH:20][CH:19]=1)[C:24]1[CH:29]=[CH:28][CH:27]=[CH:26][CH:25]=1. The catalyst class is: 19. (7) Reactant: [Br:1][C:2]1[C:7]([OH:8])=[CH:6][CH:5]=[C:4]([I:9])[N:3]=1.[C:10]([O-])([O-])=O.[K+].[K+].CI.O. Product: [Br:1][C:2]1[C:7]([O:8][CH3:10])=[CH:6][CH:5]=[C:4]([I:9])[N:3]=1. The catalyst class is: 3.